This data is from Experimentally validated miRNA-target interactions with 360,000+ pairs, plus equal number of negative samples. The task is: Binary Classification. Given a miRNA mature sequence and a target amino acid sequence, predict their likelihood of interaction. (1) The miRNA is mmu-miR-706 with sequence AGAGAAACCCUGUCUCAAAAAA. The protein sequence of the target gene is MGKRAGGGATGATTAAVSTSAGAGLEPAAARSGGPRSAAAGLLGALHLVMTLVVAAARAEKEAFVQSESIIEVLRFDDGGLLQTETTLGLSSYQQKSISLYRGNCRPIRFEPPMLDFHEQPVGMPKMEKVYLHNPSSEETITLVSISATTSHFHASFFQNRKILPGGNTSFDVVFLARVVGNVENTLFINTSNHGVFTYQVFGVGVPNPYRLRPFLGARVPVNSSFSPIINIHNPHSEPLQVVEMYSSGGDLHLELPTGQQGGTRKLWEIPPYETKGVMRASFSSREADNHTAFIRIKTN.... Result: 0 (no interaction). (2) The miRNA is mmu-miR-297a-5p with sequence AUGUAUGUGUGCAUGUGCAUGU. The protein sequence of the target gene is MRHSKRTYCPDWDERDWDYGTWRSSSSHKRKKRSHSSAREQKRCRYDHSKTTDSYYLESRSINEKAYHSRRYVDEYRNDYMGYEPGHPYGEPGSRYQMHSSKSSGRSGRSSYKSKHRSRHHTSQHHSHGKSHRRKRSRSVEDDEEGHLICQSGDVLSARYEIVDTLGEGAFGKVVECIDHKVGGRRVAVKIVKNVDRYCEAAQSEIQVLEHLNTTDPHSTFRCVQMLEWFEHRGHICIVFELLGLSTYDFIKENSFLPFRMDHIRKMAYQICKSVNFLHSNKLTHTDLKPENILFVKSDY.... Result: 1 (interaction). (3) The miRNA is hsa-miR-1909-3p with sequence CGCAGGGGCCGGGUGCUCACCG. The protein sequence of the target gene is MREIVHLQAGQCGNQIGAKFWEVISDEHGIDPTGTYHGDSDLQLERINVYYNEATGGNYVPRAVLVDLEPGTMDSVRSGPFGQIFRPDNFVFGQSGAGNNWAKGHYTEGAELVDAVLDVVRKEAESCDCLQGFQLTHSLGGGTGSGMGTLLISKIREEFPDRIMNTFSVVPSPKVSDTVVEPYNATLSVHQLVENTDETYCIDNEALYDICFRTLKLTTPTYGDLNHLVSATMSGVTTCLRFPGQLNADLRKLAVNMVPFPRLHFFMPGFAPLTSRGSQQYRALTVPELTQQMFDAKNMM.... Result: 1 (interaction). (4) The miRNA is hsa-miR-3615 with sequence UCUCUCGGCUCCUCGCGGCUC. The protein sequence of the target gene is MPLVTRNIEPRHLCRQTLPSVRSELECVTNITLANVIRQLGSLSKYAEDIFGELFTQANTFASRVSSLAERVDRLQVKVTQLDPKEEEVSLQGINTRKAFRSSTIQDQKLFDRNSLPVPVLETYNTCDTPPPLNNLTPYRDDGKEALKFYTDPSYFFDLWKEKMLQDTKDIMKEKRKHRKEKKDNPNRGNVNPRKIKTRKEEWEKMKMGQEFVESKEKLGTSGYPPTLVYQNGSIGCVENVDASSYPPPPQSDSASSPSPSFSEDNLPPPPAEFSYPVDNQRGSGLAGPKRSSVVSPSHP.... Result: 1 (interaction). (5) The miRNA is hsa-miR-513b-3p with sequence AAAUGUCACCUUUUUGAGAGGA. Result: 0 (no interaction). The protein sequence of the target gene is MLRQILGQAKKHPSLIPLFVFIGAGGTGAALYVMRLALFNPDVSWDRKNNPEPWNKLGPNEQYKFYSVNVDYSKLKKEGPDF. (6) The miRNA is hsa-miR-150-5p with sequence UCUCCCAACCCUUGUACCAGUG. The protein sequence of the target gene is MGEVTAEEVEKFLDSNIGFAKQYYNLHYRAKLISDLLGAKEAAVDFSNYHSPSSMEESEIIFDLLRDFQENLQTEKCIFNVMKKLCFLLQADRMSLFMYRTRNGIAELATRLFNVHKDAVLEDCLVMPDQEIVFPLDMGIVGHVAHSKKIANVPNTEEDEHFCDFVDILTEYKTKNILASPIMNGKDVVAIIMAVNKVDGSHFTKRDEEILLKYLNFANLIMKVYHLSYLHNCETRRGQILLWSGSKVFEELTDIERQFHKALYTVRAFLNCDRYSVGLLDMTKQKEFFDVWPVLMGEVP.... Result: 1 (interaction). (7) The miRNA is hsa-miR-376b-3p with sequence AUCAUAGAGGAAAAUCCAUGUU. The protein sequence of the target gene is MAASRRSQHHHHHHQQQLQPAPGASAPPPPPPPPLSPGLAPGPTPASPTAGGLAPFASPRHGLALPEGDGSRDPPDRPRSPDPVDGAVCTVAAPAAVPAASAAVGVAPTPAGGGGGGGNNSASSASSPTSSSSSSPSSPGSSLAESPEAAGVGSTATLGAGAAGLGPGVPAVSGALRELLEACRNGDVSRVKRLVDAANVNAKDMAGRKSSPLHFAAGFGRKDVVEHLLQMGANVHARDDGGLIPLHNACSFGHAEVVSLLLCQGADPNARDNWNYTPLHEAAIKGKIDVCIVLLQHGAD.... Result: 0 (no interaction). (8) The miRNA is hsa-miR-7154-3p with sequence AGGAGGACAAGUUGUGGGAU. The protein sequence of the target gene is MSSTPHDPFYSSPFGPFYRRHTPYMVQPEYRIYEMNKRLQSRTEDSDNLWWDAFATEFFEDDATLTLSFCLEDGPKRYTIGRTLIPRYFSTVFEGGVTDLYYILKHSKESYHNSSITVDCDQCTMVTQHGKPMFTKVCTEGRLILEFTFDDLMRIKTWHFTIRQYRELVPRSILAMHAQDPQVLDQLSKNITRMGLTNFTLNYLRLCVILEPMQELMSRHKTYNLSPRDCLKTCLFQKWQRMVAPPAEPTRQPTTKRRKRKNSTSSTSNSSAGNNANSTGSKKKTTAANLSLSSQVPDVM.... Result: 1 (interaction). (9) The miRNA is hsa-miR-548av-5p with sequence AAAAGUACUUGCGGAUUU. The protein sequence of the target gene is MSGDSSGRGPEGRGRGRDPHRDRTRSRSRSRSPLSPRSRRGSARERREAPERPSLEDTEPSDSGDEMMDPASLEAEADQGLCRQIRHQYRALINSVQQNREDILNAGDKLTEVLEEANTLFNEVSRAREAVLDAHFLVLASDLGKEKAKQLRSDLSSFDMLRYVETLLTHMGVNPLEAEELIRDEDSPDFEFIVYDSWKITGRTAENTFNKTHTFHFLLGSIYGECPVPKPRVDRPRKVPVIQEERAMPAQLRRMEESHQEATEKEVERILGLLQTYFREDPDTPMSFFDFVVDPHSFPR.... Result: 0 (no interaction). (10) The miRNA is mmu-miR-493-3p with sequence UGAAGGUCCUACUGUGUGCCAGG. The protein sequence of the target gene is MAASERLYELWLLYYAQKDLGYLQQWLKAFVGAFKKSISLSSLEPRRPEEAGAEVPLLPLDELHVLAEQLHQADLEQALLLLKLFIILCRNLENIEAGRGQVLVPRVLALLTKLVAELKGCPPPQGRGTQLENVALHALLLCEGLFDPYQTWRRQRSGEVISSKEKSKYKFPPAALPQEFSAFFQESLQNADHLPPILLLRLIHLFCAVLAGGKENGQMAVSDGSVKGLLSVVRGWSRGPAPDPCLVPLALEALVGAVHVLHASRAPPRGPELRALLESYFHVLNADWPAGLSSGPEEAL.... Result: 0 (no interaction).